From a dataset of Full USPTO retrosynthesis dataset with 1.9M reactions from patents (1976-2016). Predict the reactants needed to synthesize the given product. (1) The reactants are: [CH3:1][O:2][C:3]1[CH:4]=[C:5]([CH2:11][C:12]([O-:14])=O)[CH:6]=[C:7]([O:9][CH3:10])[CH:8]=1.[NH2:15][C:16]1[C:21]([CH:22]=O)=[CH:20][N:19]=[C:18]([S:24][CH3:25])[N:17]=1.[C:26](=O)([O-])[O-].[K+].[K+]. Given the product [CH3:10][O:9][C:7]1[CH:6]=[C:5]([C:11]2[C:12](=[O:14])[N:15]([CH3:26])[C:16]3[N:17]=[C:18]([S:24][CH3:25])[N:19]=[CH:20][C:21]=3[CH:22]=2)[CH:4]=[C:3]([O:2][CH3:1])[CH:8]=1, predict the reactants needed to synthesize it. (2) Given the product [NH2:8][C:4]1[N:5]=[CH:6][N:7]=[C:2]([NH:15][C@H:16]([C:19]2[N:28]([CH:29]3[CH2:31][CH2:30]3)[C:27](=[O:32])[C:26]3[C:21](=[CH:22][CH:23]=[CH:24][C:25]=3[CH3:33])[N:20]=2)[CH2:17][CH3:18])[C:3]=1[C:9]1[O:10][C:11]([CH3:14])=[N:12][N:13]=1, predict the reactants needed to synthesize it. The reactants are: Cl[C:2]1[N:7]=[CH:6][N:5]=[C:4]([NH2:8])[C:3]=1[C:9]1[O:10][C:11]([CH3:14])=[N:12][N:13]=1.[NH2:15][C@H:16]([C:19]1[N:28]([CH:29]2[CH2:31][CH2:30]2)[C:27](=[O:32])[C:26]2[C:21](=[CH:22][CH:23]=[CH:24][C:25]=2[CH3:33])[N:20]=1)[CH2:17][CH3:18].CCN(C(C)C)C(C)C.CCOC(C)=O. (3) Given the product [CH3:1][S:2]([C:5]1[CH:6]=[CH:7][C:8]([N:11]2[CH2:16][CH2:15][N:14]([C:25]([C:24]3[CH:28]=[C:29]([N+:32]([O-:34])=[O:33])[CH:30]=[CH:31][C:23]=3[N:17]3[CH2:22][CH2:21][O:20][CH2:19][CH2:18]3)=[O:26])[CH2:13][CH2:12]2)=[CH:9][CH:10]=1)(=[O:3])=[O:4], predict the reactants needed to synthesize it. The reactants are: [CH3:1][S:2]([C:5]1[CH:10]=[CH:9][C:8]([N:11]2[CH2:16][CH2:15][NH:14][CH2:13][CH2:12]2)=[CH:7][CH:6]=1)(=[O:4])=[O:3].[N:17]1([C:23]2[CH:31]=[CH:30][C:29]([N+:32]([O-:34])=[O:33])=[CH:28][C:24]=2[C:25](Cl)=[O:26])[CH2:22][CH2:21][O:20][CH2:19][CH2:18]1. (4) Given the product [CH3:13][C:14]([CH3:24])([CH3:23])[C:15]([N:17]1[CH2:22][CH2:21][N:20]([C:2]2[CH:7]=[C:6]([CH3:8])[C:5]([N+:9]([O-:11])=[O:10])=[CH:4][N:3]=2)[CH2:19][CH2:18]1)=[O:16], predict the reactants needed to synthesize it. The reactants are: Cl[C:2]1[CH:7]=[C:6]([CH3:8])[C:5]([N+:9]([O-:11])=[O:10])=[CH:4][N:3]=1.Cl.[CH3:13][C:14]([CH3:24])([CH3:23])[C:15]([N:17]1[CH2:22][CH2:21][NH:20][CH2:19][CH2:18]1)=[O:16].C(N(CC)CC)C. (5) Given the product [N+:8]([C:3]1[CH:4]=[N:5][CH:6]=[CH:7][C:2]=1[N:11]1[CH2:16][CH2:15][CH2:14][CH2:13][CH2:12]1)([O-:10])=[O:9], predict the reactants needed to synthesize it. The reactants are: Cl[C:2]1[CH:7]=[CH:6][N:5]=[CH:4][C:3]=1[N+:8]([O-:10])=[O:9].[NH:11]1[CH2:16][CH2:15][CH2:14][CH2:13][CH2:12]1.CCN(CC)CC. (6) Given the product [NH4+:6].[OH-:8].[F:30][C:24]1[CH:25]=[CH:26][CH:27]=[C:28]([F:29])[C:23]=1[N:18]1[C:17]2[N:31]=[C:13]([NH:12][CH2:11][CH2:10][NH:6][CH3:5])[N:14]=[C:15]([C:32]3[CH:37]=[C:36]([CH:35]=[CH:34][C:33]=3[CH3:48])[C:38]([NH:40][CH2:41][C:42]3[CH:47]=[CH:46][CH:45]=[CH:44][CH:43]=3)=[O:39])[C:16]=2[CH2:21][NH:20][C:19]1=[O:22], predict the reactants needed to synthesize it. The reactants are: CC([CH2:5][N:6]([CH2:10][CH2:11][NH:12][C:13]1[N:14]=[C:15]([C:32]2[CH:37]=[C:36]([C:38]([NH:40][CH2:41][C:42]3[CH:47]=[CH:46][CH:45]=[CH:44][CH:43]=3)=[O:39])[CH:35]=[CH:34][C:33]=2[CH3:48])[C:16]2[CH2:21][NH:20][C:19](=[O:22])[N:18]([C:23]3[C:28]([F:29])=[CH:27][CH:26]=[CH:25][C:24]=3[F:30])[C:17]=2[N:31]=1)C(=O)[O-:8])(C)C.FC(F)(F)C(O)=O. (7) Given the product [Br:1][C:2]1[C:7]([CH3:8])=[CH:6][C:5]([O:9][CH2:18][C:19]#[N:20])=[CH:4][C:3]=1[CH3:10], predict the reactants needed to synthesize it. The reactants are: [Br:1][C:2]1[C:7]([CH3:8])=[CH:6][C:5]([OH:9])=[CH:4][C:3]=1[CH3:10].C([O-])([O-])=O.[Cs+].[Cs+].Br[CH2:18][C:19]#[N:20]. (8) Given the product [Cl:3][C:4]1[CH:5]=[C:6]([C:25]2[CH:26]=[CH:27][C:28]([C:31]([NH:33][CH2:34][CH2:35][C:36]([OH:38])=[O:37])=[O:32])=[N:29][CH:30]=2)[CH:7]=[C:8]([CH2:10][NH:11][C:12]2[CH:17]=[CH:16][C:15]([C:18]3[CH:19]=[CH:20][C:21]([F:24])=[CH:22][CH:23]=3)=[CH:14][CH:13]=2)[CH:9]=1, predict the reactants needed to synthesize it. The reactants are: [OH-].[Na+].[Cl:3][C:4]1[CH:5]=[C:6]([C:25]2[CH:26]=[CH:27][C:28]([C:31]([NH:33][CH2:34][CH2:35][C:36]([O:38]CC)=[O:37])=[O:32])=[N:29][CH:30]=2)[CH:7]=[C:8]([CH2:10][NH:11][C:12]2[CH:17]=[CH:16][C:15]([C:18]3[CH:23]=[CH:22][C:21]([F:24])=[CH:20][CH:19]=3)=[CH:14][CH:13]=2)[CH:9]=1.Cl. (9) Given the product [NH2:10][C:11]1[N:16]=[C:15]([OH:17])[C:14]([S:1][C:2]2[CH:7]=[CH:6][C:5]([CH2:8][OH:9])=[CH:4][CH:3]=2)=[C:13]([CH3:19])[N:12]=1, predict the reactants needed to synthesize it. The reactants are: [SH:1][C:2]1[CH:7]=[CH:6][C:5]([CH2:8][OH:9])=[CH:4][CH:3]=1.[NH2:10][C:11]1[N:16]=[C:15]([OH:17])[C:14](Br)=[C:13]([CH3:19])[N:12]=1.C([O-])([O-])=O.[K+].[K+].Cl.